From a dataset of Peptide-MHC class I binding affinity with 185,985 pairs from IEDB/IMGT. Regression. Given a peptide amino acid sequence and an MHC pseudo amino acid sequence, predict their binding affinity value. This is MHC class I binding data. The peptide sequence is KPYTAGNKV. The MHC is HLA-B54:01 with pseudo-sequence HLA-B54:01. The binding affinity (normalized) is 0.687.